Predict the reaction yield, written as a fraction of the theoretical maximum amount of product (1.0 means a 100% yield; for example, 0.34 means a 34% yield). From a dataset of Reaction yield outcomes from USPTO patents with 853,638 reactions. (1) The reactants are CC(C)=O.OS(O)(=O)=O.O=[Cr](=O)=O.[C:14]1([CH:30]([OH:33])[C:31]#[CH:32])[C:27]2[C:28]3=[C:29]4[C:24](=[CH:25][CH:26]=2)[CH:23]=[CH:22][CH:21]=[C:20]4[CH:19]=[CH:18][C:17]3=[CH:16][CH:15]=1.[OH-].[Na+]. The catalyst is CC(C)=O.CCOC(C)=O. The product is [C:14]1([C:30](=[O:33])[C:31]#[CH:32])[C:27]2[C:28]3=[C:29]4[C:24](=[CH:25][CH:26]=2)[CH:23]=[CH:22][CH:21]=[C:20]4[CH:19]=[CH:18][C:17]3=[CH:16][CH:15]=1. The yield is 0.750. (2) The reactants are [Br:1][C:2]1[C:13]([F:14])=[CH:12][C:5]2[S:6][C:7](C(O)=O)=[CH:8][C:4]=2[CH:3]=1.C1CCN2C(=NCCC2)CC1. The catalyst is CC(N(C)C)=O. The product is [Br:1][C:2]1[C:13]([F:14])=[CH:12][C:5]2[S:6][CH:7]=[CH:8][C:4]=2[CH:3]=1. The yield is 0.550.